Dataset: Reaction yield outcomes from USPTO patents with 853,638 reactions. Task: Predict the reaction yield, written as a fraction of the theoretical maximum amount of product (1.0 means a 100% yield; for example, 0.34 means a 34% yield). The reactants are [C:1]([C:5]1[CH:10]=[CH:9][C:8]([NH2:11])=[CH:7][CH:6]=1)([CH3:4])([CH3:3])[CH3:2].[N+:12]([O-])([O-:14])=[O:13].[K+].C([O-])(O)=O.[Na+]. The catalyst is OS(O)(=O)=O. The product is [C:1]([C:5]1[CH:6]=[CH:7][C:8]([NH2:11])=[CH:9][C:10]=1[N+:12]([O-:14])=[O:13])([CH3:4])([CH3:2])[CH3:3]. The yield is 0.770.